This data is from Catalyst prediction with 721,799 reactions and 888 catalyst types from USPTO. The task is: Predict which catalyst facilitates the given reaction. Reactant: [OH-].[Na+].Cl.[N+:4]([C:7]1[CH:8]=[C:9]([NH:13][NH2:14])[CH:10]=[CH:11][CH:12]=1)([O-:6])=[O:5].C(O)(=O)C.[CH:19](=O)[CH2:20][CH3:21]. Product: [N+:4]([C:7]1[CH:8]=[C:9]([NH:13]/[N:14]=[CH:19]/[CH2:20][CH3:21])[CH:10]=[CH:11][CH:12]=1)([O-:6])=[O:5]. The catalyst class is: 8.